Predict the reaction yield, written as a fraction of the theoretical maximum amount of product (1.0 means a 100% yield; for example, 0.34 means a 34% yield). From a dataset of Reaction yield outcomes from USPTO patents with 853,638 reactions. (1) The reactants are [CH2:1]([O:3][C:4]1([C:7]2[CH:12]=[CH:11][C:10]([C:13]#[CH:14])=[CH:9][C:8]=2[C:15]([CH3:18])([CH3:17])[CH3:16])[CH2:6][CH2:5]1)[CH3:2].[CH3:19][O:20][C:21](=[O:30])[CH2:22][C:23]1[CH:28]=[CH:27][C:26](I)=[CH:25][CH:24]=1. The catalyst is C(N(CC)CC)C.[Cu]I.Cl[Pd](Cl)([P](C1C=CC=CC=1)(C1C=CC=CC=1)C1C=CC=CC=1)[P](C1C=CC=CC=1)(C1C=CC=CC=1)C1C=CC=CC=1. The product is [CH2:1]([O:3][C:4]1([C:7]2[CH:12]=[CH:11][C:10]([C:13]#[C:14][C:26]3[CH:27]=[CH:28][C:23]([CH2:22][C:21]([O:20][CH3:19])=[O:30])=[CH:24][CH:25]=3)=[CH:9][C:8]=2[C:15]([CH3:17])([CH3:16])[CH3:18])[CH2:6][CH2:5]1)[CH3:2]. The yield is 0.720. (2) The reactants are [N+:1]([C:4]1[CH:9]=[CH:8][N:7]=[C:6]([NH2:10])[CH:5]=1)([O-:3])=[O:2].[CH:11]1([C:14](Cl)=[O:15])[CH2:13][CH2:12]1. The catalyst is N1C=CC=CC=1. The product is [N+:1]([C:4]1[CH:9]=[CH:8][N:7]=[C:6]([NH:10][C:14]([CH:11]2[CH2:13][CH2:12]2)=[O:15])[CH:5]=1)([O-:3])=[O:2]. The yield is 1.00. (3) The reactants are O=[C:2]([C:6]1([C:9]([F:12])([F:11])[F:10])[CH2:8][CH2:7]1)[CH2:3][C:4]#[N:5].[OH-].[Na+].Cl.[C:16]1([CH3:24])[CH:21]=[CH:20][C:19]([NH:22][NH2:23])=[CH:18][CH:17]=1. The catalyst is CCO.O. The product is [C:16]1([CH3:24])[CH:21]=[CH:20][C:19]([N:22]2[C:4]([NH2:5])=[CH:3][C:2]([C:6]3([C:9]([F:10])([F:11])[F:12])[CH2:8][CH2:7]3)=[N:23]2)=[CH:18][CH:17]=1. The yield is 0.570.